Dataset: Full USPTO retrosynthesis dataset with 1.9M reactions from patents (1976-2016). Task: Predict the reactants needed to synthesize the given product. (1) Given the product [P:1]([Cl:5])([Cl:3])(=[O:2])[O:12][C:6]1[CH:11]=[CH:10][CH:9]=[CH:8][CH:7]=1, predict the reactants needed to synthesize it. The reactants are: [P:1]([Cl:5])(Cl)([Cl:3])=[O:2].[C:6]1([OH:12])[CH:11]=[CH:10][CH:9]=[CH:8][CH:7]=1.C(N(CC)CC)C. (2) The reactants are: Cl[Sn]Cl.Cl.[C:5]([NH:9][CH2:10][C:11]1[CH:16]=[C:15]([N+:17]([O-])=O)[CH:14]=[CH:13][C:12]=1[N:20]1[CH2:25][CH2:24][N:23]([CH3:26])[CH2:22][CH2:21]1)([CH3:8])([CH3:7])[CH3:6].C([O-])([O-])=O.[Na+].[Na+]. Given the product [C:5]([NH:9][CH2:10][C:11]1[CH:16]=[C:15]([CH:14]=[CH:13][C:12]=1[N:20]1[CH2:25][CH2:24][N:23]([CH3:26])[CH2:22][CH2:21]1)[NH2:17])([CH3:8])([CH3:7])[CH3:6], predict the reactants needed to synthesize it. (3) Given the product [CH2:2]([N:9]1[CH2:14][CH2:13][C@@H:12]([CH:15]2[CH2:16][CH2:17]2)[C@H:11]([NH:18][C:32](=[O:33])[O:31][C:28]([CH3:30])([CH3:29])[CH3:27])[CH2:10]1)[C:3]1[CH:4]=[CH:5][CH:6]=[CH:7][CH:8]=1, predict the reactants needed to synthesize it. The reactants are: Cl.[CH2:2]([N:9]1[CH2:14][CH2:13][C@@H:12]([CH:15]2[CH2:17][CH2:16]2)[C@H:11]([NH:18]P(=O)(OCC)OCC)[CH2:10]1)[C:3]1[CH:8]=[CH:7][CH:6]=[CH:5][CH:4]=1.[CH3:27][C:28]([O:31][C:32](O[C:32]([O:31][C:28]([CH3:30])([CH3:29])[CH3:27])=[O:33])=[O:33])([CH3:30])[CH3:29].C(OCC)(=O)C. (4) Given the product [CH3:17][N:2]([CH3:1])[C:3]1[C:8]([CH3:9])=[CH:7][C:6]2[N:19]=[C:18]3[C:27]([N:10]([CH2:11][CH2:12][CH2:13][CH2:14][C:15]#[N:16])[C:5]=2[CH:4]=1)=[N:26][C:24](=[O:25])[NH:23][C:21]3=[O:22], predict the reactants needed to synthesize it. The reactants are: [CH3:1][N:2]([CH3:17])[C:3]1[CH:4]=[C:5]([NH:10][CH2:11][CH2:12][CH2:13][CH2:14][C:15]#[N:16])[CH:6]=[CH:7][C:8]=1[CH3:9].[C:18]1([C:27](=O)[NH:26][C:24](=[O:25])[NH:23][C:21]1=[O:22])=[N:19]O.O.C1(C(=O)NC(=O)NC1=O)=NO. (5) Given the product [CH3:1][O:2][C:3]1[CH:4]=[C:5]([CH:21]=[CH:22][CH:23]=1)[CH2:6][O:7][C:8]1[CH:9]=[CH:10][C:11]2[CH:15]=[C:14]([C:16]([OH:18])=[O:17])[S:13][C:12]=2[CH:20]=1, predict the reactants needed to synthesize it. The reactants are: [CH3:1][O:2][C:3]1[CH:4]=[C:5]([CH:21]=[CH:22][CH:23]=1)[CH2:6][O:7][C:8]1[CH:9]=[CH:10][C:11]2[CH:15]=[C:14]([C:16]([O:18]C)=[O:17])[S:13][C:12]=2[CH:20]=1.O.[OH-].[Li+].O.Cl. (6) Given the product [C:18]([C:12]1[C:11]2[C:15](=[CH:16][CH:17]=[C:9]([O:8][CH2:1][C:2]3[CH:7]=[CH:6][CH:5]=[CH:4][CH:3]=3)[CH:10]=2)[N:14]([CH2:28][C:29]([O:31][CH3:32])=[O:30])[N:13]=1)(=[O:20])[CH3:19], predict the reactants needed to synthesize it. The reactants are: [CH2:1]([O:8][C:9]1[CH:10]=[C:11]2[C:15](=[CH:16][CH:17]=1)[NH:14][N:13]=[C:12]2[C:18](=[O:20])[CH3:19])[C:2]1[CH:7]=[CH:6][CH:5]=[CH:4][CH:3]=1.C(=O)([O-])[O-].[K+].[K+].Br[CH2:28][C:29]([O:31][CH3:32])=[O:30]. (7) Given the product [C:19]([OH:21])([C:18]([F:23])([F:22])[F:17])=[O:20].[O:16]=[C:14]([N:36]1[C@H:35]([C:33](=[O:34])[NH:32][C:29]2[CH:30]=[CH:31][N:27]([CH2:26][C:25]([F:41])([F:42])[F:24])[N:28]=2)[CH2:40][C@@H:39]2[C@H:37]1[CH2:38]2)[CH2:13][N:6]1[C:7]2[C:12](=[CH:11][CH:10]=[CH:9][CH:8]=2)[C:4]([C:1]([NH2:2])=[O:3])=[N:5]1, predict the reactants needed to synthesize it. The reactants are: [C:1]([C:4]1[C:12]2[C:7](=[CH:8][CH:9]=[CH:10][CH:11]=2)[N:6]([CH2:13][C:14]([OH:16])=O)[N:5]=1)(=[O:3])[NH2:2].[F:17][C:18]([F:23])([F:22])[C:19]([OH:21])=[O:20].[F:24][C:25]([F:42])([F:41])[CH2:26][N:27]1[CH:31]=[CH:30][C:29]([NH:32][C:33]([C@@H:35]2[CH2:40][C@@H:39]3[C@@H:37]([CH2:38]3)[NH:36]2)=[O:34])=[N:28]1.CN(C(ON1N=NC2C=CC=CC1=2)=[N+](C)C)C.F[P-](F)(F)(F)(F)F.CCN(C(C)C)C(C)C. (8) Given the product [CH3:30][N:25]1[C:26]([C:27](=[O:28])[NH:15][C:12]2[CH:13]=[CH:14][N:9]3[N:8]=[C:7]([C:1]4[CH:2]=[CH:3][CH:4]=[CH:5][CH:6]=4)[N:16]=[C:10]3[CH:11]=2)=[C:22]([C:20]([O:19][CH2:17][CH3:18])=[O:21])[CH:23]=[N:24]1, predict the reactants needed to synthesize it. The reactants are: [C:1]1([C:7]2[N:16]=[C:10]3[CH:11]=[C:12]([NH2:15])[CH:13]=[CH:14][N:9]3[N:8]=2)[CH:6]=[CH:5][CH:4]=[CH:3][CH:2]=1.[CH2:17]([O:19][C:20]([C:22]1[CH:23]=[N:24][N:25]([CH3:30])[C:26]=1[C:27](O)=[O:28])=[O:21])[CH3:18].CCCP(=O)=O.C(N(C(C)C)CC)(C)C. (9) Given the product [ClH:2].[Cl:15][C:11]1[CH:10]=[C:9]([C:7]2[N:6]=[C:5]3[CH2:16][CH2:17][CH2:18][C:4]3=[C:3]([NH:19][C@H:20]3[CH2:25][CH2:24][C@H:23]([CH2:26][C:27]#[N:28])[CH2:22][CH2:21]3)[CH:8]=2)[CH:14]=[CH:13][CH:12]=1, predict the reactants needed to synthesize it. The reactants are: Cl.[Cl:2][C:3]1[CH:8]=[C:7]([C:9]2[CH:14]=[CH:13][CH:12]=[C:11]([Cl:15])[CH:10]=2)[N:6]=[C:5]2[CH2:16][CH2:17][CH2:18][C:4]=12.[NH2:19][CH:20]1[CH2:25][CH2:24][CH:23]([CH2:26][C:27]#[N:28])[CH2:22][CH2:21]1. (10) The reactants are: Br[C:2]1[CH:3]=[C:4]([NH:14][C:15](=[O:22])[C:16]2[CH:21]=[CH:20][CH:19]=[N:18][CH:17]=2)[CH:5]=[N:6][C:7]=1[O:8][CH2:9][C:10]([F:13])([F:12])[F:11].[CH2:23]([C:25]1[CH:30]=[CH:29][C:28](B(O)O)=[CH:27][CH:26]=1)[CH3:24]. Given the product [CH2:23]([C:25]1[CH:30]=[CH:29][C:28]([C:2]2[CH:3]=[C:4]([NH:14][C:15](=[O:22])[C:16]3[CH:21]=[CH:20][CH:19]=[N:18][CH:17]=3)[CH:5]=[N:6][C:7]=2[O:8][CH2:9][C:10]([F:13])([F:12])[F:11])=[CH:27][CH:26]=1)[CH3:24], predict the reactants needed to synthesize it.